Dataset: Catalyst prediction with 721,799 reactions and 888 catalyst types from USPTO. Task: Predict which catalyst facilitates the given reaction. (1) Reactant: [CH3:1][C:2]1[N:25]([CH3:26])[C:5]2[CH:6]=[C:7]([C:22]([OH:24])=O)[C:8]3[CH2:9][CH2:10][C:11]4([NH:20][C:21]=3[C:4]=2[N:3]=1)[CH2:19][C:18]1[C:13](=[CH:14][CH:15]=[CH:16][CH:17]=1)[CH2:12]4.CN(C(ON1N=NC2C=CC=CC1=2)=[N+](C)C)C.[B-](F)(F)(F)F.[NH:49]1[CH2:52][CH:51]([OH:53])[CH2:50]1. Product: [CH3:1][C:2]1[N:25]([CH3:26])[C:5]2[CH:6]=[C:7]([C:22]([N:49]3[CH2:52][CH:51]([OH:53])[CH2:50]3)=[O:24])[C:8]3[CH2:9][CH2:10][C:11]4([NH:20][C:21]=3[C:4]=2[N:3]=1)[CH2:19][C:18]1[C:13](=[CH:14][CH:15]=[CH:16][CH:17]=1)[CH2:12]4. The catalyst class is: 9. (2) Reactant: C[O:2][C:3](=[O:24])[CH2:4][CH2:5][C:6]1[C:7](=[O:23])[N:8]([CH2:12][C:13]2[CH:18]=[CH:17][C:16]([NH:19][C:20](=[O:22])[CH3:21])=[CH:15][CH:14]=2)[CH2:9][CH2:10][CH:11]=1.[Li+].[OH-]. Product: [C:20]([NH:19][C:16]1[CH:17]=[CH:18][C:13]([CH2:12][N:8]2[CH2:9][CH2:10][CH:11]=[C:6]([CH2:5][CH2:4][C:3]([OH:24])=[O:2])[C:7]2=[O:23])=[CH:14][CH:15]=1)(=[O:22])[CH3:21]. The catalyst class is: 7. (3) Reactant: [H-].[Na+].[Cl:3][C:4]1[CH:9]=[CH:8][N:7]=[C:6]2[NH:10][CH:11]=[CH:12][C:5]=12.Cl[CH2:14][O:15][CH2:16][CH2:17][Si:18]([CH3:21])([CH3:20])[CH3:19]. Product: [Cl:3][C:4]1[CH:9]=[CH:8][N:7]=[C:6]2[N:10]([CH2:14][O:15][CH2:16][CH2:17][Si:18]([CH3:21])([CH3:20])[CH3:19])[CH:11]=[CH:12][C:5]=12. The catalyst class is: 3. (4) Reactant: [Cl:1][C:2]1[CH:10]=[C:9]([C:11]2[CH2:15][C:14]([C:20]3[CH:25]=[C:24]([Cl:26])[CH:23]=[C:22]([Cl:27])[CH:21]=3)([C:16]([F:19])([F:18])[F:17])[O:13][N:12]=2)[CH:8]=[CH:7][C:3]=1[CH:4]=[N:5][OH:6].ClN1C(=O)CCC1=O.[F:36][C:37]([F:41])([F:40])[CH2:38][NH2:39].C(N(CC)CC)C. Product: [Cl:1][C:2]1[CH:10]=[C:9]([C:11]2[CH2:15][C:14]([C:20]3[CH:21]=[C:22]([Cl:27])[CH:23]=[C:24]([Cl:26])[CH:25]=3)([C:16]([F:19])([F:18])[F:17])[O:13][N:12]=2)[CH:8]=[CH:7][C:3]=1[C:4]([NH:5][OH:6])=[N:39][CH2:38][C:37]([F:41])([F:40])[F:36]. The catalyst class is: 198. (5) Reactant: [CH2:1]([O:3][C:4](=[O:21])[CH2:5][C:6]1[NH:11][C:10]2[CH:12]=[CH:13][C:14]([NH:16][S:17]([CH3:20])(=[O:19])=[O:18])=[CH:15][C:9]=2[S:8][CH:7]=1)[CH3:2].[C:22]([O:26][C:27](O[C:27]([O:26][C:22]([CH3:25])([CH3:24])[CH3:23])=[O:28])=[O:28])([CH3:25])([CH3:24])[CH3:23]. Product: [CH2:1]([O:3][C:4](=[O:21])[CH2:5][C:6]1[N:11]([C:27]([O:26][C:22]([CH3:25])([CH3:24])[CH3:23])=[O:28])[C:10]2[CH:12]=[CH:13][C:14]([N:16]([S:17]([CH3:20])(=[O:18])=[O:19])[C:27]([O:26][C:22]([CH3:25])([CH3:24])[CH3:23])=[O:28])=[CH:15][C:9]=2[S:8][CH:7]=1)[CH3:2]. The catalyst class is: 453. (6) Reactant: [C:1](Cl)(=[O:6])[C:2]([CH3:5])([CH3:4])[CH3:3].[OH:8][C:9]1[C:10]([C:16]([O:18][CH3:19])=[O:17])=[N:11][CH:12]=[N:13][C:14]=1[OH:15]. Product: [CH3:3][C:2]([CH3:5])([CH3:4])[C:1]([O:8][C:9]1[C:10]([C:16]([O:18][CH3:19])=[O:17])=[N:11][CH:12]=[N:13][C:14]=1[OH:15])=[O:6]. The catalyst class is: 17. (7) Reactant: [C:1]([C:3]1[CH:4]=[C:5]([CH:9]=[CH:10][CH:11]=1)[C:6](Cl)=[O:7])#[N:2].[CH3:12][N:13]1[CH2:18][CH2:17][NH:16][CH2:15][CH2:14]1.C(N(CC)CC)C.O. Product: [CH3:12][N:13]1[CH2:18][CH2:17][N:16]([C:6]([C:5]2[CH:4]=[C:3]([C:1]#[N:2])[CH:11]=[CH:10][CH:9]=2)=[O:7])[CH2:15][CH2:14]1. The catalyst class is: 2. (8) Reactant: [OH-].[Na+].C[O:4][C:5](=[O:17])[C:6]1[CH:11]=[CH:10][C:9]([CH2:12][CH2:13][C:14]#[N:15])=[N:8][C:7]=1[NH2:16].Cl. Product: [NH2:16][C:7]1[N:8]=[C:9]([CH2:12][CH2:13][C:14]#[N:15])[CH:10]=[CH:11][C:6]=1[C:5]([OH:17])=[O:4]. The catalyst class is: 5. (9) Reactant: [CH:1]([NH:4][C:5]([C:7]1[C:16](=[O:17])[C:15]2[C:10](=[N:11][CH:12]=[CH:13][CH:14]=2)[N:9]([C:18]2[CH:23]=[CH:22][CH:21]=[C:20]([C:24]#[C:25][C:26]3[CH:31]=[CH:30][N:29]=[CH:28][CH:27]=3)[CH:19]=2)[CH:8]=1)=[O:6])([CH3:3])[CH3:2].O.O.O.O.O.O.C(O[O-])(=O)C1C(=CC=CC=1)C([O-])=[O:42].[Mg+2]. Product: [CH:1]([NH:4][C:5]([C:7]1[C:16](=[O:17])[C:15]2[C:10](=[N:11][CH:12]=[CH:13][CH:14]=2)[N:9]([C:18]2[CH:23]=[CH:22][CH:21]=[C:20]([C:24]#[C:25][C:26]3[CH:27]=[CH:28][N+:29]([O-:42])=[CH:30][CH:31]=3)[CH:19]=2)[CH:8]=1)=[O:6])([CH3:3])[CH3:2]. The catalyst class is: 61.